This data is from Peptide-MHC class I binding affinity with 185,985 pairs from IEDB/IMGT. The task is: Regression. Given a peptide amino acid sequence and an MHC pseudo amino acid sequence, predict their binding affinity value. This is MHC class I binding data. (1) The peptide sequence is VFLVFSNVL. The MHC is HLA-A30:02 with pseudo-sequence HLA-A30:02. The binding affinity (normalized) is 0.149. (2) The peptide sequence is HQTLQDPRVR. The MHC is HLA-A02:06 with pseudo-sequence HLA-A02:06. The binding affinity (normalized) is 0.121. (3) The peptide sequence is LRGKWQRRYR. The MHC is HLA-A02:06 with pseudo-sequence HLA-A02:06. The binding affinity (normalized) is 0. (4) The peptide sequence is RPMSASRPA. The MHC is HLA-B51:01 with pseudo-sequence HLA-B51:01. The binding affinity (normalized) is 0.0847. (5) The peptide sequence is ATYTGVFDK. The MHC is HLA-A02:01 with pseudo-sequence HLA-A02:01. The binding affinity (normalized) is 0.0847.